Dataset: Reaction yield outcomes from USPTO patents with 853,638 reactions. Task: Predict the reaction yield, written as a fraction of the theoretical maximum amount of product (1.0 means a 100% yield; for example, 0.34 means a 34% yield). (1) The catalyst is C1COCC1. The yield is 0.880. The product is [CH3:26][NH:27][C:16]([NH:15][C:12]1[CH:13]=[CH:14][C:9]([B:4]2[O:3][C:2]([CH3:25])([CH3:1])[C:6]([CH3:8])([CH3:7])[O:5]2)=[CH:10][CH:11]=1)=[O:17]. The reactants are [CH3:1][C:2]1([CH3:25])[C:6]([CH3:8])([CH3:7])[O:5][B:4]([C:9]2[CH:14]=[CH:13][C:12]([NH:15][C:16](=O)[O:17]C3C=CC=CC=3)=[CH:11][CH:10]=2)[O:3]1.[CH3:26][NH2:27].C1COCC1. (2) The reactants are [CH3:1][N:2]([CH3:17])[S:3]([CH2:6][CH2:7][C:8]1[CH:13]=[CH:12][C:11]([N+:14]([O-])=O)=[CH:10][CH:9]=1)(=[O:5])=[O:4]. The catalyst is CO.[Pd]. The product is [CH3:17][N:2]([CH3:1])[S:3]([CH2:6][CH2:7][C:8]1[CH:9]=[CH:10][C:11]([NH2:14])=[CH:12][CH:13]=1)(=[O:4])=[O:5]. The yield is 0.910. (3) The reactants are [N:1]1[CH:6]=[CH:5][CH:4]=[CH:3][C:2]=1[CH2:7][NH2:8].[CH3:9][C:10]1[C:11](=[O:19])[NH:12][C:13](SC)=[N:14][C:15]=1[CH3:16].O.C(OCC)C. The catalyst is CS(C)=O. The product is [CH3:9][C:10]1[C:11](=[O:19])[NH:12][C:13]([NH:8][CH2:7][C:2]2[CH:3]=[CH:4][CH:5]=[CH:6][N:1]=2)=[N:14][C:15]=1[CH3:16]. The yield is 0.740. (4) The reactants are [F:1][C:2]([F:11])([F:10])[C:3]1[C:4]([NH2:9])=[N:5][CH:6]=[CH:7][CH:8]=1.[CH2:12]1[C:17](=O)N(Br)[C:14](=O)[CH2:13]1.[C:20]([O-:23])(O)=[O:21].[Na+].[C:25](#N)[CH3:26]. No catalyst specified. The product is [F:11][C:2]([F:1])([F:10])[C:3]1[C:4]2[N:5]([C:25]([C:20]([OH:23])=[O:21])=[CH:26][N:9]=2)[CH:6]=[C:7]([C:12]2[CH:17]=[CH:8][C:3]([C:2]([F:11])([F:10])[F:1])=[CH:14][CH:13]=2)[CH:8]=1. The yield is 0.980. (5) The product is [CH3:26][C:25]([CH3:28])([CH3:27])[C:24]([O:1]/[C:2](/[C:16]1[N:20]([CH3:21])[N:19]=[C:18]([CH3:22])[C:17]=1[CH3:23])=[C:3](\[C:6]1[CH:7]=[CH:8][C:9]([C:12]([CH3:15])([CH3:14])[CH3:13])=[CH:10][CH:11]=1)/[C:4]#[N:5])=[O:29]. The yield is 0.956. The catalyst is C1(C)C(C)=CC=CC=1. The reactants are [O:1]=[C:2]([C:16]1[N:20]([CH3:21])[N:19]=[C:18]([CH3:22])[C:17]=1[CH3:23])[CH:3]([C:6]1[CH:11]=[CH:10][C:9]([C:12]([CH3:15])([CH3:14])[CH3:13])=[CH:8][CH:7]=1)[C:4]#[N:5].[C:24](Cl)(=[O:29])[C:25]([CH3:28])([CH3:27])[CH3:26].